From a dataset of Full USPTO retrosynthesis dataset with 1.9M reactions from patents (1976-2016). Predict the reactants needed to synthesize the given product. Given the product [O:14]([CH2:21][C@@H:22]([OH:24])[CH3:23])[C:15]1[CH:20]=[CH:19][CH:18]=[CH:17][CH:16]=1, predict the reactants needed to synthesize it. The reactants are: COC1C=CC(CC[C@@H](O)C)=CC=1.[O:14]([CH2:21][C:22](=[O:24])[CH3:23])[C:15]1[CH:20]=[CH:19][CH:18]=[CH:17][CH:16]=1.